The task is: Predict the reactants needed to synthesize the given product.. This data is from Full USPTO retrosynthesis dataset with 1.9M reactions from patents (1976-2016). (1) Given the product [NH2:1][CH:2]([C:7]([OH:9])=[O:8])[CH2:3][CH2:4][S:5][CH3:6], predict the reactants needed to synthesize it. The reactants are: [NH2:1][C@H:2]([C:7]([OH:9])=[O:8])[CH2:3][CH2:4][S:5][CH3:6].NC(CCSC)C#N. (2) Given the product [CH2:23]([S:20]([N:17]1[CH2:18][CH2:19][CH:14]([C:5]2[C:4]3[C:8](=[C:9]([C:11]([NH2:13])=[O:12])[CH:10]=[C:2]([S:32][C:29]4[CH:30]=[CH:31][C:26]([CH3:25])=[CH:27][CH:28]=4)[CH:3]=3)[NH:7][CH:6]=2)[CH2:15][CH2:16]1)(=[O:22])=[O:21])[CH3:24], predict the reactants needed to synthesize it. The reactants are: Br[C:2]1[CH:3]=[C:4]2[C:8](=[C:9]([C:11]([NH2:13])=[O:12])[CH:10]=1)[NH:7][CH:6]=[C:5]2[CH:14]1[CH2:19][CH2:18][N:17]([S:20]([CH2:23][CH3:24])(=[O:22])=[O:21])[CH2:16][CH2:15]1.[CH3:25][C:26]1[CH:31]=[CH:30][C:29]([SH:32])=[CH:28][CH:27]=1.C(O)CO.C(=O)([O-])[O-].[K+].[K+]. (3) Given the product [CH3:23][N:24]1[C:7]2[C@@:8]([CH3:12])([C@H:9]3[CH2:10][CH2:11][C@@:2]4([CH3:1])[C@@H:3]([CH2:19][CH2:20][C:21]4=[O:22])[C@@H:4]3[CH2:5][CH:6]=2)[CH2:13][CH2:14][C:15]1=[O:16], predict the reactants needed to synthesize it. The reactants are: [CH3:1][C@@:2]12[C:21](=[O:22])[CH2:20][CH2:19][C@H:3]1[C@H:4]1[C@H:9]([CH2:10][CH2:11]2)[C@:8]([CH2:13][CH2:14][C:15](O)=[O:16])([CH3:12])[C:7](=O)[CH2:6][CH2:5]1.[CH3:23][NH2:24]. (4) Given the product [F:11][C:4]1[CH:3]=[C:2]([B:12]2[O:16][C:15]([CH3:18])([CH3:17])[C:14]([CH3:20])([CH3:19])[O:13]2)[CH:7]=[CH:6][C:5]=1[C:8](=[O:10])[CH3:9], predict the reactants needed to synthesize it. The reactants are: Br[C:2]1[CH:7]=[CH:6][C:5]([C:8](=[O:10])[CH3:9])=[C:4]([F:11])[CH:3]=1.[B:12]1([B:12]2[O:16][C:15]([CH3:18])([CH3:17])[C:14]([CH3:20])([CH3:19])[O:13]2)[O:16][C:15]([CH3:18])([CH3:17])[C:14]([CH3:20])([CH3:19])[O:13]1.C([O-])(=O)C.[K+]. (5) Given the product [F:1][C:2]1[CH:7]=[CH:6][C:5]([CH:8]2[CH2:13][CH:12]([C:14]([O:16][CH3:17])=[O:15])[CH2:11][CH2:10][N:9]2[C:28]([O:30][CH3:31])=[O:29])=[CH:4][CH:3]=1, predict the reactants needed to synthesize it. The reactants are: [F:1][C:2]1[CH:7]=[CH:6][C:5]([CH:8]2[CH2:13][CH:12]([C:14]([O:16][CH3:17])=[O:15])[CH2:11][CH2:10][NH:9]2)=[CH:4][CH:3]=1.CCN(C(C)C)C(C)C.Cl[C:28]([O:30][CH3:31])=[O:29].